This data is from Forward reaction prediction with 1.9M reactions from USPTO patents (1976-2016). The task is: Predict the product of the given reaction. (1) Given the reactants CN(C(ON1N=NC2[CH:12]=[CH:13][CH:14]=[N:15][C:10]1=2)=[N+](C)C)C.F[P-](F)(F)(F)(F)F.C(N(C(C)C)CC)(C)C.N1CCCC1.[Br:39][C:40]1[CH:41]=[N:42][C:43]([N:46]2[C:54]3[C:49](=[CH:50][CH:51]=[C:52]([C:55]([OH:57])=O)[CH:53]=3)[C:48]([S:58][CH3:59])=[CH:47]2)=[N:44][CH:45]=1, predict the reaction product. The product is: [Br:39][C:40]1[CH:45]=[N:44][C:43]([N:46]2[C:54]3[C:49](=[CH:50][CH:51]=[C:52]([C:55]([N:15]4[CH2:14][CH2:13][CH2:12][CH2:10]4)=[O:57])[CH:53]=3)[C:48]([S:58][CH3:59])=[CH:47]2)=[N:42][CH:41]=1. (2) Given the reactants [F:1][C:2]1[CH:22]=[CH:21][CH:20]=[CH:19][C:3]=1[CH2:4][O:5][C:6]1[CH:18]=[CH:17][C:9]([CH:10]=[N:11][C@@H:12]([CH3:16])[C:13]([NH2:15])=[O:14])=[CH:8][CH:7]=1.FC1C=CC=CC=1CC1C=C(C=CC=1OCC1C=CC=CC=1F)CN[C@@H](C)C(N)=O, predict the reaction product. The product is: [F:1][C:2]1[CH:22]=[CH:21][CH:20]=[CH:19][C:3]=1[CH2:4][O:5][C:6]1[CH:7]=[CH:8][C:9]([CH2:10][NH:11][C@@H:12]([CH3:16])[C:13]([NH2:15])=[O:14])=[CH:17][CH:18]=1. (3) The product is: [I:61][C:38]1[CH:37]=[CH:36][C:35]([O:8][CH3:4])=[CH:40][C:39]=1[S:41][C:42]1[N:43]([CH2:52][C:53]2[CH:58]=[CH:57][C:56]([O:59][CH3:60])=[CH:55][CH:54]=2)[C:44]2[CH:49]=[CH:48][N:47]=[C:46]([NH2:50])[C:45]=2[N:51]=1. Given the reactants IC1C=CC=[C:4]([O:8]C)C=1I.CC1C=CC2C=CC3C=CC(C)=NC=3C=2N=1.O.CC([O-])(C)C.[Na+].F[C:35]1[CH:36]=[CH:37][C:38]([I:61])=[C:39]([S:41][C:42]2[N:43]([CH2:52][C:53]3[CH:58]=[CH:57][C:56]([O:59][CH3:60])=[CH:55][CH:54]=3)[C:44]3[CH:49]=[CH:48][N:47]=[C:46]([NH2:50])[C:45]=3[N:51]=2)[CH:40]=1, predict the reaction product. (4) Given the reactants [CH3:1][O:2][C:3]1[CH:4]=[C:5]2[C:9](=[CH:10][C:11]=1[O:12][CH3:13])[NH:8][C:7](NC)=[C:6]2[C:16]1[CH:21]=[CH:20][C:19]([O:22][CH3:23])=[CH:18][CH:17]=1.[CH:24]([N:27](C(C)C)CC)(C)C.[C:33](Cl)([C:46]1[CH:51]=[CH:50][CH:49]=[CH:48][CH:47]=1)([C:40]1[CH:45]=[CH:44][CH:43]=[CH:42][CH:41]=1)[C:34]1[CH:39]=[CH:38][CH:37]=[CH:36][CH:35]=1, predict the reaction product. The product is: [CH3:1][O:2][C:3]1[CH:4]=[C:5]2[C:9](=[CH:10][C:11]=1[O:12][CH3:13])[NH:8][C:7]([CH2:24][NH:27][C:33]([C:46]1[CH:51]=[CH:50][CH:49]=[CH:48][CH:47]=1)([C:40]1[CH:45]=[CH:44][CH:43]=[CH:42][CH:41]=1)[C:34]1[CH:39]=[CH:38][CH:37]=[CH:36][CH:35]=1)=[C:6]2[C:16]1[CH:21]=[CH:20][C:19]([O:22][CH3:23])=[CH:18][CH:17]=1. (5) Given the reactants [CH3:1][C:2]1[C:3](=[O:25])[O:4][C:5]([C:13]2[O:14][C:15]3[CH:21]=[CH:20][C:19]([N+:22]([O-])=O)=[CH:18][C:16]=3[CH:17]=2)=[C:6]([CH3:12])[C:7]=1[O:8][CH2:9][O:10][CH3:11].[H][H].O1CCO[CH2:30][CH2:29]1, predict the reaction product. The product is: [NH2:22][C:19]1[CH:20]=[CH:21][C:15]2[O:14][C:13]([C:5]3[O:4][C:3](=[O:25])[C:2]([CH3:1])=[C:7]([O:8][CH2:9][O:10][CH3:11])[C:6]=3[CH3:12])=[CH:17][C:16]=2[CH:18]=1.[CH3:1][C:2]1[C:3](=[O:25])[O:4][C:5]([C:13]2[O:14][C:15]3[CH:21]=[CH:20][C:19]([NH:22][CH2:29][CH3:30])=[CH:18][C:16]=3[CH:17]=2)=[C:6]([CH3:12])[C:7]=1[O:8][CH2:9][O:10][CH3:11].